This data is from Reaction yield outcomes from USPTO patents with 853,638 reactions. The task is: Predict the reaction yield, written as a fraction of the theoretical maximum amount of product (1.0 means a 100% yield; for example, 0.34 means a 34% yield). The reactants are [N:1]1([CH2:7][C:8]2[CH:22]=[CH:21][C:11]3[NH:12][C:13]([C:15]4[C:19]([NH2:20])=[CH:18][NH:17][N:16]=4)=[N:14][C:10]=3[CH:9]=2)[CH2:6][CH2:5][O:4][CH2:3][CH2:2]1.[F:23][C:24]1[CH:29]=[C:28]([F:30])[CH:27]=[CH:26][C:25]=1N=C=O.CC[N:36]([CH2:39]C)CC.CC([OH:44])C. The catalyst is C1(C)C=CC=CC=1.CCOC(C)=O. The product is [F:23][C:24]1[CH:25]=[CH:26][CH:27]=[C:28]([F:30])[C:29]=1[N:20]([C:19]1[C:15]([C:13]2[NH:12][C:11]3[CH:21]=[CH:22][C:8]([CH2:7][N:1]4[CH2:6][CH2:5][O:4][CH2:3][CH2:2]4)=[CH:9][C:10]=3[N:14]=2)=[N:16][NH:17][CH:18]=1)[C:39]([NH2:36])=[O:44]. The yield is 0.390.